Dataset: Forward reaction prediction with 1.9M reactions from USPTO patents (1976-2016). Task: Predict the product of the given reaction. (1) Given the reactants [F:1][C:2]1[C:3]2[N:4]([C:14]([SH:17])=[N:15][N:16]=2)[CH:5]=[C:6]([C:8]2[CH:9]=[N:10][N:11]([CH3:13])[CH:12]=2)[CH:7]=1.Br[C:19]1[CH:20]=[C:21]2[C:26](=[CH:27][CH:28]=1)[N:25]=[CH:24][C:23]([N:29]1[CH2:34][CH2:33][O:32][CH2:31][CH2:30]1)=[C:22]2[F:35].C1(P(C2C=CC=CC=2)C2C3OC4C(=CC=CC=4P(C4C=CC=CC=4)C4C=CC=CC=4)C(C)(C)C=3C=CC=2)C=CC=CC=1.C(N(CC)C(C)C)(C)C, predict the reaction product. The product is: [F:35][C:22]1[C:21]2[C:26](=[CH:27][CH:28]=[C:19]([S:17][C:14]3[N:4]4[CH:5]=[C:6]([C:8]5[CH:9]=[N:10][N:11]([CH3:13])[CH:12]=5)[CH:7]=[C:2]([F:1])[C:3]4=[N:16][N:15]=3)[CH:20]=2)[N:25]=[CH:24][C:23]=1[N:29]1[CH2:30][CH2:31][O:32][CH2:33][CH2:34]1. (2) Given the reactants [OH:1][C:2]1[CH:7]=[CH:6][C:5]([C:8]2[CH2:9][O:10][C:11]3[C:16]([C:17]=2[C:18]2[CH:23]=[CH:22][C:21]([O:24][CH3:25])=[CH:20][CH:19]=2)=[CH:15][CH:14]=[C:13]([OH:26])[CH:12]=3)=[CH:4][CH:3]=1, predict the reaction product. The product is: [OH:1][C:2]1[CH:3]=[CH:4][C:5]([CH:8]2[CH:17]([C:18]3[CH:23]=[CH:22][C:21]([O:24][CH3:25])=[CH:20][CH:19]=3)[C:16]3[C:11](=[CH:12][C:13]([OH:26])=[CH:14][CH:15]=3)[O:10][CH2:9]2)=[CH:6][CH:7]=1. (3) Given the reactants [F:1][C:2]1[C:7]([C:8]2[CH:13]=[CH:12][CH:11]=[C:10]([CH3:14])[CH:9]=2)=[C:6]([CH:15]([O:29][CH2:30][CH2:31]OS(C)(=O)=O)[C@@H:16]2[CH2:21][CH2:20][CH2:19][N:18]([C:22]([O:24][C:25]([CH3:28])([CH3:27])[CH3:26])=[O:23])[CH2:17]2)[CH:5]=[CH:4][CH:3]=1.[N-:37]=[N+:38]=[N-:39].[Na+], predict the reaction product. The product is: [N:37]([CH2:31][CH2:30][O:29][CH:15]([C:6]1[CH:5]=[CH:4][CH:3]=[C:2]([F:1])[C:7]=1[C:8]1[CH:13]=[CH:12][CH:11]=[C:10]([CH3:14])[CH:9]=1)[C@@H:16]1[CH2:21][CH2:20][CH2:19][N:18]([C:22]([O:24][C:25]([CH3:28])([CH3:26])[CH3:27])=[O:23])[CH2:17]1)=[N+:38]=[N-:39]. (4) Given the reactants [C:1]([C:4]1[CH:8]=[C:7]([C:9]2[CH:14]=[CH:13][C:12]([C:15]([F:18])([F:17])[F:16])=[CH:11][CH:10]=2)[S:6][C:5]=1[CH2:19][OH:20])([CH3:3])=[CH2:2], predict the reaction product. The product is: [CH:1]([C:4]1[CH:8]=[C:7]([C:9]2[CH:14]=[CH:13][C:12]([C:15]([F:17])([F:18])[F:16])=[CH:11][CH:10]=2)[S:6][C:5]=1[CH2:19][OH:20])([CH3:3])[CH3:2].